From a dataset of Forward reaction prediction with 1.9M reactions from USPTO patents (1976-2016). Predict the product of the given reaction. (1) Given the reactants [CH3:1][N:2]1[C:7]2[N:8]=[CH:9][C:10]([O:12][C:13]3[CH:14]=[N:15][CH:16]=[CH:17][CH:18]=3)=[CH:11][C:6]=2[C:5](=[O:19])[N:4]([CH2:20][CH2:21][CH2:22][O:23][CH:24]2[CH2:29][CH2:28][CH2:27][CH2:26][O:25]2)[C:3]1=[O:30].[Li+].CC([N-]C(C)C)C.[Cl:39][C:40]1[CH:47]=[CH:46][C:43]([CH:44]=[O:45])=[CH:42][CH:41]=1, predict the reaction product. The product is: [Cl:39][C:40]1[CH:47]=[CH:46][C:43]([CH:44]([OH:45])[C:11]2[C:6]3[C:5](=[O:19])[N:4]([CH2:20][CH2:21][CH2:22][O:23][CH:24]4[CH2:29][CH2:28][CH2:27][CH2:26][O:25]4)[C:3](=[O:30])[N:2]([CH3:1])[C:7]=3[N:8]=[CH:9][C:10]=2[O:12][C:13]2[CH:14]=[N:15][CH:16]=[CH:17][CH:18]=2)=[CH:42][CH:41]=1. (2) Given the reactants [CH2:1]([O:8][C:9](=[O:25])[N:10]([CH2:13][C:14]1[CH:19]=[C:18]([C:20]([OH:23])([CH3:22])[CH3:21])[CH:17]=[CH:16][C:15]=1Br)[CH2:11][CH3:12])[C:2]1[CH:7]=[CH:6][CH:5]=[CH:4][CH:3]=1.[CH2:26]([O:28][C:29](=[O:48])[CH2:30][C:31]1[CH:36]=[CH:35][C:34]([O:37][CH3:38])=[C:33](B2OC(C)(C)C(C)(C)O2)[CH:32]=1)[CH3:27], predict the reaction product. The product is: [CH2:26]([O:28][C:29](=[O:48])[CH2:30][C:31]1[CH:32]=[C:33]([C:15]2[CH:16]=[CH:17][C:18]([C:20]([OH:23])([CH3:22])[CH3:21])=[CH:19][C:14]=2[CH2:13][N:10]([C:9]([O:8][CH2:1][C:2]2[CH:7]=[CH:6][CH:5]=[CH:4][CH:3]=2)=[O:25])[CH2:11][CH3:12])[C:34]([O:37][CH3:38])=[CH:35][CH:36]=1)[CH3:27].